Task: Predict the product of the given reaction.. Dataset: Forward reaction prediction with 1.9M reactions from USPTO patents (1976-2016) The product is: [CH3:1][O:2][C:3]([C:5]1[S:9][C:8]2[CH:10]=[C:11]([C:25]3[S:26][CH:27]=[CH:28][C:24]=3[CH:22]=[O:23])[CH:12]=[CH:13][C:7]=2[C:6]=1[O:15][CH2:16][C:17]([O:19][CH2:20][CH3:21])=[O:18])=[O:4]. Given the reactants [CH3:1][O:2][C:3]([C:5]1[S:9][C:8]2[CH:10]=[C:11](Br)[CH:12]=[CH:13][C:7]=2[C:6]=1[O:15][CH2:16][C:17]([O:19][CH2:20][CH3:21])=[O:18])=[O:4].[CH:22]([C:24]1[CH:28]=[CH:27][S:26][C:25]=1B(O)O)=[O:23].[F-].[K+], predict the reaction product.